Dataset: Forward reaction prediction with 1.9M reactions from USPTO patents (1976-2016). Task: Predict the product of the given reaction. (1) Given the reactants [CH3:1][O:2][C:3](=[O:24])[C@H:4]([CH2:13][C:14]1[CH:19]=[CH:18][C:17]([OH:20])=[C:16]([N+:21]([O-])=O)[CH:15]=1)[NH:5][C:6]([O:8][C:9]([CH3:12])([CH3:11])[CH3:10])=[O:7], predict the reaction product. The product is: [CH3:1][O:2][C:3](=[O:24])[C@H:4]([CH2:13][C:14]1[CH:19]=[CH:18][C:17]([OH:20])=[C:16]([NH2:21])[CH:15]=1)[NH:5][C:6]([O:8][C:9]([CH3:12])([CH3:10])[CH3:11])=[O:7]. (2) Given the reactants [Cl:1][C:2]1[CH:3]=[C:4]2[C:8](=[CH:9][CH:10]=1)[NH:7][CH:6]=[C:5]2[CH2:11][N:12]1[C:20]([C:21]2[N:25]([CH3:26])[CH:24]=[C:23]([C:27](O)=[O:28])[CH:22]=2)=[C:19]2[C:14]([N:15]([CH2:33][CH:34]3[CH2:36][CH2:35]3)[C:16](=[O:32])[N:17]([CH3:31])[C:18]2=[O:30])=[N:13]1.CN.[C:39](P(=O)(OCC)OCC)#[N:40], predict the reaction product. The product is: [Cl:1][C:2]1[CH:3]=[C:4]2[C:8](=[CH:9][CH:10]=1)[NH:7][CH:6]=[C:5]2[CH2:11][N:12]1[C:20]([C:21]2[N:25]([CH3:26])[CH:24]=[C:23]([C:27]([NH:40][CH3:39])=[O:28])[CH:22]=2)=[C:19]2[C:14]([N:15]([CH2:33][CH:34]3[CH2:36][CH2:35]3)[C:16](=[O:32])[N:17]([CH3:31])[C:18]2=[O:30])=[N:13]1. (3) Given the reactants [CH:1]([O:3][CH2:4][CH:5]([CH3:7])[CH3:6])=[CH2:2].[O:8]1[C:12]([C:13]([OH:15])=[O:14])=[CH:11][CH:10]=[C:9]1[C:16]([OH:18])=[O:17], predict the reaction product. The product is: [CH:1]([O:3][CH2:4][CH:5]([CH3:7])[CH3:6])=[CH2:2].[O:8]1[C:12]([C:13]([OH:15])=[O:14])=[CH:11][CH:10]=[C:9]1[C:16]([OH:18])=[O:17].